From a dataset of Catalyst prediction with 721,799 reactions and 888 catalyst types from USPTO. Predict which catalyst facilitates the given reaction. (1) Reactant: [OH:1][C:2]1[CH:7]=[CH:6][C:5]([CH:8]([CH3:13])C(OC)=O)=[CH:4][CH:3]=1.[C:14](=[O:17])([O-])[O-:15].[K+].[K+].Br[CH2:21][CH:22]1[CH2:24][CH2:23]1.[OH-].[Na+].Cl. Product: [CH:22]1([CH2:21][O:1][C:2]2[CH:3]=[CH:4][C:5]([CH2:8][CH2:13][C:14]([OH:15])=[O:17])=[CH:6][CH:7]=2)[CH2:24][CH2:23]1. The catalyst class is: 131. (2) Reactant: [CH3:1][N:2]1[C:6]([NH:7][C:8](=[O:25])[C@@H:9]([NH:17]C(=O)OC(C)(C)C)[CH2:10][C:11]2[CH:16]=[CH:15][CH:14]=[CH:13][CH:12]=2)=[CH:5][C:4]([C:26]2[CH:31]=[CH:30][N:29]=[CH:28][CH:27]=2)=[N:3]1.[S:32]1[CH:36]=[C:35]([CH:37]=O)[N:34]=[CH:33]1.CC(O)=O.ClCCCl.C(O[BH-](OC(=O)C)OC(=O)C)(=O)C.[Na+]. Product: [CH3:1][N:2]1[C:6]([NH:7][C:8](=[O:25])[C@@H:9]([NH:17][CH2:37][C:35]2[N:34]=[CH:33][S:32][CH:36]=2)[CH2:10][C:11]2[CH:12]=[CH:13][CH:14]=[CH:15][CH:16]=2)=[CH:5][C:4]([C:26]2[CH:27]=[CH:28][N:29]=[CH:30][CH:31]=2)=[N:3]1. The catalyst class is: 26. (3) Reactant: Br[C:2]1[CH:7]=[CH:6][C:5]([CH2:8][O:9][Si:10]([C:13]([CH3:16])([CH3:15])[CH3:14])([CH3:12])[CH3:11])=[CH:4][N:3]=1.[CH:17]([Sn](CCCC)(CCCC)CCCC)=[CH2:18].N#N. Product: [Si:10]([O:9][CH2:8][C:5]1[CH:6]=[CH:7][C:2]([CH:17]=[CH2:18])=[N:3][CH:4]=1)([C:13]([CH3:16])([CH3:15])[CH3:14])([CH3:12])[CH3:11]. The catalyst class is: 184. (4) Reactant: [Cl:1][C:2]1[C:7]([Cl:8])=[CH:6][CH:5]=[CH:4][C:3]=1[CH2:9][N:10]1[CH:14]=[C:13]([C:15]2[CH:20]=[C:19]([CH:21]=O)[CH:18]=[CH:17][N:16]=2)[N:12]=[CH:11]1.[C:23]([O-])([O-])=O.[K+].[K+].COP(C(=[N+]=[N-])C(=O)C)(=O)OC. Product: [Cl:1][C:2]1[C:7]([Cl:8])=[CH:6][CH:5]=[CH:4][C:3]=1[CH2:9][N:10]1[CH:14]=[C:13]([C:15]2[CH:20]=[C:19]([C:21]#[CH:23])[CH:18]=[CH:17][N:16]=2)[N:12]=[CH:11]1. The catalyst class is: 5. (5) Reactant: CON(C)[C:4]([C@@H:6]([NH:9][C:10](=[O:16])[O:11][C:12]([CH3:15])([CH3:14])[CH3:13])[CH2:7][CH3:8])=[O:5].[CH:18]1([Mg]Br)[CH2:20][CH2:19]1.O1CCCC1.[Cl-].[NH4+]. Product: [CH:18]1([C:4]([C@@H:6]([NH:9][C:10](=[O:16])[O:11][C:12]([CH3:13])([CH3:14])[CH3:15])[CH2:7][CH3:8])=[O:5])[CH2:20][CH2:19]1. The catalyst class is: 7. (6) Reactant: [NH2:1][C:2]1[N:7]=[C:6]([C:8]2[CH:13]=[CH:12][C:11]([F:14])=[CH:10][CH:9]=2)[C:5]([C:15]#[N:16])=[C:4](S(C)=O)[N:3]=1.[N:20]1[CH:25]=[CH:24][CH:23]=[CH:22][C:21]=1[CH2:26][NH2:27]. Product: [NH2:1][C:2]1[N:7]=[C:6]([C:8]2[CH:13]=[CH:12][C:11]([F:14])=[CH:10][CH:9]=2)[C:5]([C:15]#[N:16])=[C:4]([NH:27][CH2:26][C:21]2[CH:22]=[CH:23][CH:24]=[CH:25][N:20]=2)[N:3]=1. The catalyst class is: 57. (7) Reactant: [CH3:1][O:2][C:3]1[CH:4]=[C:5]([NH:12][C@H:13]2[CH2:17][CH2:16][N:15](C(OC(C)(C)C)=O)[CH2:14]2)[CH:6]=[CH:7][C:8]=1[N+:9]([O-:11])=[O:10].C(O)(C(F)(F)F)=O. Product: [CH3:1][O:2][C:3]1[CH:4]=[C:5]([NH:12][C@H:13]2[CH2:17][CH2:16][NH:15][CH2:14]2)[CH:6]=[CH:7][C:8]=1[N+:9]([O-:11])=[O:10]. The catalyst class is: 2.